The task is: Predict the reactants needed to synthesize the given product.. This data is from Retrosynthesis with 50K atom-mapped reactions and 10 reaction types from USPTO. (1) The reactants are: CCCNCCC.O=C1c2c(Br)cccc2-n2cnc(-c3noc(CCl)n3)c2[C@@H]2CCCN12. Given the product CCCN(CCC)Cc1nc(-c2ncn3c2[C@@H]2CCCN2C(=O)c2c(Br)cccc2-3)no1, predict the reactants needed to synthesize it. (2) Given the product CC(C)(C)OC(=O)N1CCC2(CC2)CC1(C)C(=O)O, predict the reactants needed to synthesize it. The reactants are: COC(=O)C1(C)CC2(CCN1C(=O)OC(C)(C)C)CC2. (3) The reactants are: C=O.Cn1cc2cc(C(F)(F)F)cc(COCC3(c4ccccc4)CCNCC3)c2n1. Given the product CN1CCC(COCc2cc(C(F)(F)F)cc3cn(C)nc23)(c2ccccc2)CC1, predict the reactants needed to synthesize it. (4) Given the product CN(C)C(=O)CC1(N2CCC(N[C@@H]3C[C@H]3c3ccccc3)CC2)CCC1, predict the reactants needed to synthesize it. The reactants are: CNC.O=C(O)CC1(N2CCC(N[C@@H]3C[C@H]3c3ccccc3)CC2)CCC1. (5) Given the product CCOC(=O)CCNC(=O)OCc1ccccc1, predict the reactants needed to synthesize it. The reactants are: CCOC(=O)CCN.O=C(Cl)OCc1ccccc1. (6) Given the product CC(C)Cc1cc(C(=O)NCCc2ccncc2)ccc1OCc1ccc(F)cc1, predict the reactants needed to synthesize it. The reactants are: CC(C)Cc1cc(C(=O)O)ccc1OCc1ccc(F)cc1.NCCc1ccncc1.